Dataset: Full USPTO retrosynthesis dataset with 1.9M reactions from patents (1976-2016). Task: Predict the reactants needed to synthesize the given product. (1) The reactants are: [N:1]([CH2:4][CH2:5][CH2:6][CH2:7][N:8]=[C:9]=[O:10])=[C:2]=[O:3].[NH2:11][CH2:12][CH2:13][O:14][CH2:15][CH2:16][O:17][CH2:18][CH2:19][NH:20][S:21]([C:24]1[CH:29]=[CH:28][C:27]([CH:30]2[C:39]3[C:34](=[C:35]([Cl:41])[CH:36]=[C:37]([Cl:40])[CH:38]=3)[CH2:33][N:32]([CH3:42])[CH2:31]2)=[CH:26][CH:25]=1)(=[O:23])=[O:22]. Given the product [O:3]=[C:2]([NH:1][CH2:4][CH2:5][CH2:6][CH2:7][NH:8][C:9](=[O:10])[NH:11][CH2:12][CH2:13][O:14][CH2:15][CH2:16][O:17][CH2:18][CH2:19][NH:20][S:21]([C:24]1[CH:25]=[CH:26][C:27]([CH:30]2[C:39]3[C:34](=[C:35]([Cl:41])[CH:36]=[C:37]([Cl:40])[CH:38]=3)[CH2:33][N:32]([CH3:42])[CH2:31]2)=[CH:28][CH:29]=1)(=[O:23])=[O:22])[NH:11][CH2:12][CH2:13][O:14][CH2:15][CH2:16][O:17][CH2:18][CH2:19][NH:20][S:21]([C:24]1[CH:25]=[CH:26][C:27]([CH:30]2[C:39]3[C:34](=[C:35]([Cl:41])[CH:36]=[C:37]([Cl:40])[CH:38]=3)[CH2:33][N:32]([CH3:42])[CH2:31]2)=[CH:28][CH:29]=1)(=[O:23])=[O:22], predict the reactants needed to synthesize it. (2) Given the product [ClH:31].[CH3:11][CH:10]([CH3:12])[CH2:9][C@H:8]([C:13]1[CH:18]=[CH:17][C:16]([C:19]2[CH:24]=[CH:23][C:22]([C:25]([F:26])([F:27])[F:28])=[CH:21][CH:20]=2)=[CH:15][CH:14]=1)[NH2:7], predict the reactants needed to synthesize it. The reactants are: CC([S@]([NH:7][C@@H:8]([C:13]1[CH:18]=[CH:17][C:16]([C:19]2[CH:24]=[CH:23][C:22]([C:25]([F:28])([F:27])[F:26])=[CH:21][CH:20]=2)=[CH:15][CH:14]=1)[CH2:9][CH:10]([CH3:12])[CH3:11])=O)(C)C.CO.[ClH:31]. (3) The reactants are: [Cl:1][C:2]1[CH:10]=[CH:9][C:8]([S:11]([OH:13])=[O:12])=[CH:7][C:3]=1[C:4]([OH:6])=[O:5].[OH-].[Na+].[CH3:16]I. Given the product [Cl:1][C:2]1[CH:10]=[CH:9][C:8]([S:11]([CH3:16])(=[O:13])=[O:12])=[CH:7][C:3]=1[C:4]([OH:6])=[O:5], predict the reactants needed to synthesize it. (4) Given the product [F:26][C:23]1[CH:22]=[CH:21][C:20]([C:18]2[N:17]=[C:16]([N:27]3[CH2:31][CH2:30][CH2:29][CH:28]3[CH3:32])[N:15]=[C:14]([N:11]3[CH2:12][CH2:13][N:8]([C:5]4[C:4]([CH3:34])=[CH:3][C:2]([C:35]#[N:36])=[CH:7][N:6]=4)[CH2:9][C@H:10]3[CH3:33])[CH:19]=2)=[CH:25][CH:24]=1, predict the reactants needed to synthesize it. The reactants are: Br[C:2]1[CH:3]=[C:4]([CH3:34])[C:5]([N:8]2[CH2:13][CH2:12][N:11]([C:14]3[CH:19]=[C:18]([C:20]4[CH:25]=[CH:24][C:23]([F:26])=[CH:22][CH:21]=4)[N:17]=[C:16]([N:27]4[CH2:31][CH2:30][CH2:29][CH:28]4[CH3:32])[N:15]=3)[C@H:10]([CH3:33])[CH2:9]2)=[N:6][CH:7]=1.[CH3:35][N:36](C=O)C. (5) Given the product [CH3:1][C:2]1[CH:3]=[CH:4][C:5]([S:8]([N:11]([C@H:16]([C:41]([NH:43][CH2:46][CH2:44][OH:45])=[O:42])[CH2:17][CH2:18][CH2:19][CH2:20][NH:21][C:22]([C@@H:24]([NH:32][S:33]([C:36]2[S:40][CH:39]=[CH:38][CH:37]=2)(=[O:34])=[O:35])[CH2:25][C:26]2[CH:31]=[CH:30][CH:29]=[CH:28][CH:27]=2)=[O:23])[CH2:12][CH:13]([CH3:15])[CH3:14])(=[O:9])=[O:10])=[CH:6][CH:7]=1, predict the reactants needed to synthesize it. The reactants are: [CH3:1][C:2]1[CH:7]=[CH:6][C:5]([S:8]([N:11]([C@H:16]([C:41]([NH2:43])=[O:42])[CH2:17][CH2:18][CH2:19][CH2:20][NH:21][C:22]([C@@H:24]([NH:32][S:33]([C:36]2[S:40][CH:39]=[CH:38][CH:37]=2)(=[O:35])=[O:34])[CH2:25][C:26]2[CH:31]=[CH:30][CH:29]=[CH:28][CH:27]=2)=[O:23])[CH2:12][CH:13]([CH3:15])[CH3:14])(=[O:10])=[O:9])=[CH:4][CH:3]=1.[CH2:44]([CH2:46]N)[OH:45]. (6) Given the product [CH2:16]([N:8]([CH2:1][C:2]1[CH:3]=[CH:4][CH:5]=[CH:6][CH:7]=1)[CH:9]1[CH2:14][CH2:13][N:12]([CH2:31][CH2:32][OH:33])[CH:11]([CH3:15])[CH2:10]1)[C:17]1[CH:22]=[CH:21][CH:20]=[CH:19][CH:18]=1, predict the reactants needed to synthesize it. The reactants are: [CH2:1]([N:8]([CH2:16][C:17]1[CH:22]=[CH:21][CH:20]=[CH:19][CH:18]=1)[CH:9]1[CH2:14][CH2:13][NH:12][CH:11]([CH3:15])[CH2:10]1)[C:2]1[CH:7]=[CH:6][CH:5]=[CH:4][CH:3]=1.C(N(CC)CC)C.Br[CH2:31][CH2:32][OH:33].ClCCl.CO. (7) Given the product [CH3:19][C:11]1([CH3:20])[O:10][C:9](=[O:21])[N:8]([C:5]2[CH:6]=[CH:7][C:2]([N:31]3[CH:32]=[C:28]([C:22]4[CH:27]=[CH:26][CH:25]=[CH:24][CH:23]=4)[NH:29][C:30]3=[O:33])=[CH:3][CH:4]=2)[C@H:12]1[C:13]1[CH:18]=[CH:17][CH:16]=[CH:15][CH:14]=1, predict the reactants needed to synthesize it. The reactants are: I[C:2]1[CH:7]=[CH:6][C:5]([N:8]2[C@@H:12]([C:13]3[CH:18]=[CH:17][CH:16]=[CH:15][CH:14]=3)[C:11]([CH3:20])([CH3:19])[O:10][C:9]2=[O:21])=[CH:4][CH:3]=1.[C:22]1([C:28]2[NH:29][C:30](=[O:33])[NH:31][CH:32]=2)[CH:27]=[CH:26][CH:25]=[CH:24][CH:23]=1. (8) Given the product [Cl:23][C:5]1[C:6]([NH:8][C:9]2[CH:14]=[CH:13][C:12]([N:15]3[CH2:20][CH2:19][O:18][CH2:17][CH2:16]3)=[CH:11][C:10]=2[O:21][CH3:22])=[N:7][C:2]([NH:24][C:25]2[CH:40]=[CH:39][C:28]3[N:29]([CH2:37][CH3:38])[C:30](=[O:36])[CH2:31][CH2:32][C:33]([CH3:34])([CH3:35])[C:27]=3[CH:26]=2)=[N:3][CH:4]=1, predict the reactants needed to synthesize it. The reactants are: Cl[C:2]1[N:7]=[C:6]([NH:8][C:9]2[CH:14]=[CH:13][C:12]([N:15]3[CH2:20][CH2:19][O:18][CH2:17][CH2:16]3)=[CH:11][C:10]=2[O:21][CH3:22])[C:5]([Cl:23])=[CH:4][N:3]=1.[NH2:24][C:25]1[CH:40]=[CH:39][C:28]2[N:29]([CH2:37][CH3:38])[C:30](=[O:36])[CH2:31][CH2:32][C:33]([CH3:35])([CH3:34])[C:27]=2[CH:26]=1.Cl. (9) Given the product [F:8][C:6]1[CH:5]=[CH:4][C:3]([C:9]2[C:10]3[C:19]([C:20]#[N:21])=[CH:18][N:17]([CH2:22][O:23][CH2:24][CH2:25][Si:26]([CH3:28])([CH3:29])[CH3:27])[C:11]=3[N:12]=[C:13]([N:34]3[CH2:35][CH2:36][N:31]([CH3:30])[CH2:32][CH2:33]3)[N:14]=2)=[C:2]([CH3:1])[CH:7]=1, predict the reactants needed to synthesize it. The reactants are: [CH3:1][C:2]1[CH:7]=[C:6]([F:8])[CH:5]=[CH:4][C:3]=1[C:9]1[C:10]2[C:19]([C:20]#[N:21])=[CH:18][N:17]([CH2:22][O:23][CH2:24][CH2:25][Si:26]([CH3:29])([CH3:28])[CH3:27])[C:11]=2[N:12]=[C:13](SC)[N:14]=1.[CH3:30][N:31]1[CH2:36][CH2:35][NH:34][CH2:33][CH2:32]1. (10) The reactants are: BrN1C(=O)CCC1=O.[S-:9][C:10]#[N:11].[K+].[N+:13]([C:16]1[CH:21]=[CH:20][C:19]([NH2:22])=[CH:18][C:17]=1[NH2:23])([O-:15])=[O:14]. Given the product [N+:13]([C:16]1[CH:21]=[CH:20][C:19]([NH2:22])=[C:18]([S:9][C:10]#[N:11])[C:17]=1[NH2:23])([O-:15])=[O:14], predict the reactants needed to synthesize it.